Predict the reaction yield, written as a fraction of the theoretical maximum amount of product (1.0 means a 100% yield; for example, 0.34 means a 34% yield). From a dataset of Reaction yield outcomes from USPTO patents with 853,638 reactions. (1) The yield is 0.350. No catalyst specified. The reactants are NC(CCC)C#N.[NH2:8][C@H:9]([C:17]([NH2:19])=O)[CH2:10][C:11]1[CH:16]=[CH:15][CH:14]=[CH:13][CH:12]=1.[H-].[Al+3].[Li+].[H-].[H-].[H-]. The product is [C:11]1([CH2:10][C@H:9]([NH2:8])[CH2:17][NH2:19])[CH:16]=[CH:15][CH:14]=[CH:13][CH:12]=1. (2) The catalyst is O1CCCC1.[C].[Pd]. The yield is 0.935. The reactants are C([O:8][C:9]1[CH:14]=[CH:13][C:12]([C:15]2[N:16]([C:21]3[CH:26]=[CH:25][C:24](OCCCCCCCCCC)=CC=3)[C:17]([CH3:20])=[CH:18][CH:19]=2)=[CH:11][CH:10]=1)C1C=CC=CC=1.[CH2:38]([OH:40])[CH3:39]. The product is [CH2:38]([O:40][C:26]1[CH:25]=[CH:24][C:25]([CH2:26][CH2:21][N:16]2[C:17]([CH3:20])=[CH:18][CH:19]=[C:15]2[C:12]2[CH:11]=[CH:10][C:9]([OH:8])=[CH:14][CH:13]=2)=[CH:24][CH:21]=1)[CH2:39][CH2:19][CH2:15][CH2:12][CH2:11][CH2:10][CH2:9][CH2:14][CH3:13]. (3) The reactants are [F:1][C:2]1[CH:3]=[CH:4][C:5]([O:20]C)=[C:6]([C:8]2[CH:13]=[CH:12][CH:11]=[CH:10][C:9]=2[C:14]2[CH:19]=[CH:18][CH:17]=[CH:16][CH:15]=2)[CH:7]=1.B(Br)(Br)Br. The catalyst is C(Cl)Cl. The product is [F:1][C:2]1[CH:7]=[C:6]([C:8]2[CH:13]=[CH:12][CH:11]=[CH:10][C:9]=2[C:14]2[CH:15]=[CH:16][CH:17]=[CH:18][CH:19]=2)[C:5]([OH:20])=[CH:4][CH:3]=1. The yield is 0.980.